The task is: Predict the product of the given reaction.. This data is from Forward reaction prediction with 1.9M reactions from USPTO patents (1976-2016). (1) Given the reactants [CH2:1]([Cl:3])Cl.[Li]CCCC.C(OC([B:19]([OH:21])[OH:20])C)C1C=CC=CC=1.[C:22]12([OH:33])[CH2:30][CH:26]([C:27]1([CH3:29])[CH3:28])[CH2:25][CH2:24][C:23]2([OH:32])[CH3:31].C1C[O:37][CH2:36][CH2:35]1, predict the reaction product. The product is: [CH2:27]([O:37][CH:36]([CH3:35])[CH:1]([B:19]([OH:21])[OH:20])[Cl:3])[C:22]1[CH:23]=[CH:24][CH:25]=[CH:26][CH:30]=1.[C:22]12([OH:33])[CH2:30][CH:26]([C:27]1([CH3:29])[CH3:28])[CH2:25][CH2:24][C:23]2([OH:32])[CH3:31]. (2) Given the reactants [Cl-].[Mg+2].[Cl-].[CH2:4]([O:6][C:7](=[O:12])[CH2:8][C:9]([O-:11])=O)[CH3:5].[K+].[C:14]([C:18]1[CH:23]=[CH:22][C:21]([CH:24]2[CH2:29][CH:28](C(O)=O)[CH2:27][CH2:26][N:25]2[C:33]([O:35][CH3:36])=[O:34])=[CH:20][CH:19]=1)([CH3:17])([CH3:16])[CH3:15].N1(C(N2C=CN=C2)=O)C=CN=C1.Cl, predict the reaction product. The product is: [C:14]([C:18]1[CH:23]=[CH:22][C:21]([C@H:24]2[CH2:29][C@H:28]([C:9](=[O:11])[CH2:8][C:7]([O:6][CH2:4][CH3:5])=[O:12])[CH2:27][CH2:26][N:25]2[C:33]([O:35][CH3:36])=[O:34])=[CH:20][CH:19]=1)([CH3:17])([CH3:15])[CH3:16].